This data is from Reaction yield outcomes from USPTO patents with 853,638 reactions. The task is: Predict the reaction yield, written as a fraction of the theoretical maximum amount of product (1.0 means a 100% yield; for example, 0.34 means a 34% yield). (1) The product is [ClH:34].[F:26][C:22]1[CH:21]=[C:20]([CH:25]=[CH:24][CH:23]=1)[CH2:19][C@@H:17]1[CH2:16][NH:15][C@H:14]([C:12]([OH:13])=[O:11])[CH2:18]1. The catalyst is C1(C)C=CC=CC=1. The reactants are C(C1CCC(C)CC1[O:11][C:12]([CH:14]1[CH2:18][CH:17]([CH2:19][C:20]2[CH:25]=[CH:24][CH:23]=[C:22]([F:26])[CH:21]=2)[CH2:16][N:15]1C(OC(C)(C)C)=O)=[O:13])(C)C.[ClH:34]. The yield is 0.810. (2) The reactants are BrCCC[CH2:5][C:6]([CH3:21])([C:15]1C=[CH:19][CH:18]=[CH:17][CH:16]=1)[CH2:7][O:8][CH:9]1[CH2:14][CH2:13][CH2:12][CH2:11][O:10]1.[Br:22]CCCCCC(C)(C)CO.O1C=CCCC1. The catalyst is C(Cl)Cl.O.C1(C)C=CC(S(O)(=O)=O)=CC=1. The product is [Br:22][CH2:19][CH2:18][CH2:17][CH2:16][CH2:15][C:6]([CH3:21])([CH3:5])[CH2:7][O:8][CH:9]1[CH2:14][CH2:13][CH2:12][CH2:11][O:10]1. The yield is 0.460. (3) The reactants are C1(C)C=CC=CC=1.[OH:8][CH2:9][CH2:10][O:11][C:12]1[CH:17]=[C:16]([O:18][CH3:19])[CH:15]=[CH:14][C:13]=1[CH:20]1[C:28]2[C:23](=[CH:24][CH:25]=[C:26]([O:29][CH2:30][CH2:31][CH3:32])[CH:27]=2)[CH:22]([C:33]2[CH:38]=[CH:37][C:36]3[O:39][CH2:40][O:41][C:35]=3[CH:34]=2)[CH:21]1[C:42]([OH:44])=[O:43].[CH2:45]([NH2:48])[CH2:46][NH2:47]. The catalyst is CC(O)C. The product is [CH2:45]([NH2:48])[CH2:46][NH2:47].[OH:8][CH2:9][CH2:10][O:11][C:12]1[CH:17]=[C:16]([O:18][CH3:19])[CH:15]=[CH:14][C:13]=1[C@@H:20]1[C:28]2[C:23](=[CH:24][CH:25]=[C:26]([O:29][CH2:30][CH2:31][CH3:32])[CH:27]=2)[C@H:22]([C:33]2[CH:38]=[CH:37][C:36]3[O:39][CH2:40][O:41][C:35]=3[CH:34]=2)[C@H:21]1[C:42]([OH:44])=[O:43]. The yield is 0.870.